Dataset: Full USPTO retrosynthesis dataset with 1.9M reactions from patents (1976-2016). Task: Predict the reactants needed to synthesize the given product. Given the product [Cl:32][C:26]1[CH:27]=[CH:28][C:29]([CH2:9][CH2:10][NH2:12])=[CH:30][C:31]=1[CH2:37][CH3:33], predict the reactants needed to synthesize it. The reactants are: ClC1C=CC(C[CH2:9][C:10]([NH2:12])=O)=CC=1CC.[OH-].[Na+].C(OI([C:26]1[CH:31]=[CH:30][CH:29]=[CH:28][CH:27]=1)OC(=O)C)(=O)C.[ClH:32].[CH2:33]1[CH2:37]OCC1.